From a dataset of Full USPTO retrosynthesis dataset with 1.9M reactions from patents (1976-2016). Predict the reactants needed to synthesize the given product. (1) Given the product [C:9]1([C:15]#[C:16][C:5]2[CH:6]=[CH:7][C:2]([NH2:1])=[N:3][CH:4]=2)[CH:14]=[CH:13][CH:12]=[CH:11][CH:10]=1, predict the reactants needed to synthesize it. The reactants are: [NH2:1][C:2]1[CH:7]=[CH:6][C:5](I)=[CH:4][N:3]=1.[C:9]1([C:15]#[CH:16])[CH:14]=[CH:13][CH:12]=[CH:11][CH:10]=1.CCN(CC)CC.C1(P(C2C=CC=CC=2)C2C=CC=CC=2)C=CC=CC=1. (2) Given the product [OH:28][CH2:27][CH2:26][NH:25][C:2]1[CH:7]=[CH:6][C:5]([NH:8][S:9]([C:12]2[CH:17]=[CH:16][C:15]([NH:18][C:19](=[O:21])[CH3:20])=[CH:14][CH:13]=2)(=[O:11])=[O:10])=[CH:4][C:3]=1[N+:22]([O-:24])=[O:23], predict the reactants needed to synthesize it. The reactants are: F[C:2]1[CH:7]=[CH:6][C:5]([NH:8][S:9]([C:12]2[CH:17]=[CH:16][C:15]([NH:18][C:19](=[O:21])[CH3:20])=[CH:14][CH:13]=2)(=[O:11])=[O:10])=[CH:4][C:3]=1[N+:22]([O-:24])=[O:23].[NH2:25][CH2:26][CH2:27][OH:28].N1C=CC=CC=1.Cl.